Dataset: Reaction yield outcomes from USPTO patents with 853,638 reactions. Task: Predict the reaction yield, written as a fraction of the theoretical maximum amount of product (1.0 means a 100% yield; for example, 0.34 means a 34% yield). The reactants are [F:1][C:2]1[CH:7]=[CH:6][C:5]([OH:8])=[CH:4][CH:3]=1.[H-].[Na+].[N:11]1[C:18]([Cl:19])=[N:17][C:15](Cl)=[N:14][C:12]=1[Cl:13]. The catalyst is O1CCCC1. The product is [Cl:13][C:12]1[N:11]=[C:18]([Cl:19])[N:17]=[C:15]([O:8][C:5]2[CH:6]=[CH:7][C:2]([F:1])=[CH:3][CH:4]=2)[N:14]=1. The yield is 0.580.